This data is from Reaction yield outcomes from USPTO patents with 853,638 reactions. The task is: Predict the reaction yield, written as a fraction of the theoretical maximum amount of product (1.0 means a 100% yield; for example, 0.34 means a 34% yield). (1) The catalyst is C(#N)C.O.ClCCl. The product is [F:12][C:13]1[CH:14]=[C:15]([CH:24]=[C:25]([F:27])[CH:26]=1)[CH2:16][N:17]1[CH2:18][CH2:19][CH:20]([NH:23][C:2]2[N:7]=[N:6][C:5]([C:8]#[N:9])=[C:4]([CH3:10])[C:3]=2[CH3:11])[CH2:21][CH2:22]1. The yield is 0.420. The reactants are Cl[C:2]1[N:7]=[N:6][C:5]([C:8]#[N:9])=[C:4]([CH3:10])[C:3]=1[CH3:11].[F:12][C:13]1[CH:14]=[C:15]([CH:24]=[C:25]([F:27])[CH:26]=1)[CH2:16][N:17]1[CH2:22][CH2:21][CH:20]([NH2:23])[CH2:19][CH2:18]1.C(N(C(C)C)CC)(C)C.C(=O)([O-])[O-].[Na+].[Na+]. (2) The reactants are C(N(CC)CC)C.[CH2:8]([S:10](Cl)(=[O:12])=[O:11])[CH3:9].[NH:14]1[CH2:19][CH2:18][CH2:17][C@@H:16]([NH:20][C:21]2[CH:26]=[CH:25][N:24]=[C:23]([C:27]3[N:31]4[CH:32]=[C:33]([C:36]#[N:37])[CH:34]=[CH:35][C:30]4=[N:29][CH:28]=3)[N:22]=2)[CH2:15]1.O. The catalyst is ClCCl. The product is [CH2:8]([S:10]([N:14]1[CH2:19][CH2:18][CH2:17][C@@H:16]([NH:20][C:21]2[CH:26]=[CH:25][N:24]=[C:23]([C:27]3[N:31]4[CH:32]=[C:33]([C:36]#[N:37])[CH:34]=[CH:35][C:30]4=[N:29][CH:28]=3)[N:22]=2)[CH2:15]1)(=[O:12])=[O:11])[CH3:9]. The yield is 0.560. (3) The catalyst is CCOC(C)=O.CO.[Pd]. The product is [Br-:1].[NH2:11][C:8]1[CH:9]=[CH:10][C:5]([C:3](=[O:4])[CH2:2][N+:26]23[CH2:27][CH2:28][CH:29]([CH2:30][CH2:31]2)[C@@H:24]([O:23][C:21](=[O:22])[C@@H:20]([C:14]2[CH:19]=[CH:18][CH:17]=[CH:16][CH:15]=2)[NH:32][C:33]2[CH:38]=[CH:37][CH:36]=[CH:35][CH:34]=2)[CH2:25]3)=[CH:6][CH:7]=1. The reactants are [Br:1][CH2:2][C:3]([C:5]1[CH:10]=[CH:9][C:8]([N+:11]([O-])=O)=[CH:7][CH:6]=1)=[O:4].[C:14]1([C@@H:20]([NH:32][C:33]2[CH:38]=[CH:37][CH:36]=[CH:35][CH:34]=2)[C:21]([O:23][C@@H:24]2[CH:29]3[CH2:30][CH2:31][N:26]([CH2:27][CH2:28]3)[CH2:25]2)=[O:22])[CH:19]=[CH:18][CH:17]=[CH:16][CH:15]=1. The yield is 0.970. (4) The yield is 0.260. The product is [Cl:14][C:15]1[N:16]=[CH:17][N:18]=[C:19]([N:1]2[C:9]3[C:4](=[N:5][CH:6]=[CH:7][CH:8]=3)[CH2:3][CH2:2]2)[CH:20]=1. The catalyst is C(OCC)(=O)C.O. The reactants are [NH:1]1[C:9]2[C:4](=[N:5][CH:6]=[CH:7][CH:8]=2)[CH2:3][CH2:2]1.C(O)CC.[Cl:14][C:15]1[CH:20]=[C:19](Cl)[N:18]=[CH:17][N:16]=1. (5) The reactants are [C:1]1(B(O)O)[CH:6]=[CH:5][CH:4]=[CH:3][CH:2]=1.I[C:11]1[CH:12]=[C:13]([C:29]([NH:31][CH2:32][C:33]2[CH:38]=[CH:37][C:36]([S:39]([CH3:42])(=[O:41])=[O:40])=[CH:35][CH:34]=2)=[O:30])[C:14](=[O:28])[N:15]([C:18]2[CH:23]=[CH:22][CH:21]=[C:20]([C:24]([F:27])([F:26])[F:25])[CH:19]=2)[C:16]=1[CH3:17].C1(C)C=CC=CC=1.C([O-])([O-])=O.[Na+].[Na+]. The catalyst is C1C=CC(P(C2C=CC=CC=2)[C-]2C=CC=C2)=CC=1.C1C=CC(P(C2C=CC=CC=2)[C-]2C=CC=C2)=CC=1.Cl[Pd]Cl.[Fe+2].C(O)C. The product is [CH3:17][C:16]1[N:15]([C:18]2[CH:23]=[CH:22][CH:21]=[C:20]([C:24]([F:27])([F:25])[F:26])[CH:19]=2)[C:14](=[O:28])[C:13]([C:29]([NH:31][CH2:32][C:33]2[CH:34]=[CH:35][C:36]([S:39]([CH3:42])(=[O:41])=[O:40])=[CH:37][CH:38]=2)=[O:30])=[CH:12][C:11]=1[C:1]1[CH:6]=[CH:5][CH:4]=[CH:3][CH:2]=1. The yield is 0.760. (6) The reactants are [CH3:1][O:2][C:3](=[O:11])[C:4]1[CH:9]=[CH:8][CH:7]=[CH:6][C:5]=1[OH:10].F[C:13]1[CH:18]=[CH:17][C:16]([F:19])=[CH:15][C:14]=1[N+:20]([O-:22])=[O:21].[CH3:23][O:24][C:25](=[O:41])[C:26]1[CH:31]=[CH:30][CH:29]=[CH:28][C:27]=1[O:32][C:33]1[CH:38]=[CH:37][C:36]([F:39])=[CH:35][C:34]=1[NH2:40].[NH2:42][C:43]1[S:44][CH:45]=[CH:46][N:47]=1. No catalyst specified. The product is [CH3:1][O:2][C:3](=[O:11])[C:4]1[CH:9]=[CH:8][CH:7]=[CH:6][C:5]=1[O:10][C:13]1[CH:18]=[CH:17][C:16]([F:19])=[CH:15][C:14]=1[N+:20]([O-:22])=[O:21].[CH3:23][O:24][C:25](=[O:41])[C:26]1[CH:31]=[CH:30][CH:29]=[CH:28][C:27]=1[O:32][C:33]1[CH:38]=[CH:37][C:36]([F:39])=[CH:35][C:34]=1[NH:40][C:3]([NH:42][C:43]1[S:44][CH:45]=[CH:46][N:47]=1)=[O:11]. The yield is 0.550. (7) The reactants are Cl[C:2]1[N:11]=[CH:10][C:9]2[C:4](=[CH:5][CH:6]=[C:7]([O:12]C)[CH:8]=2)[N:3]=1.[C:14]([C:17]1[CH:22]=[CH:21][C:20](B(O)O)=[C:19]([F:26])[CH:18]=1)([OH:16])=[O:15]. No catalyst specified. The product is [F:26][C:19]1[CH:18]=[C:17]([CH:22]=[CH:21][C:20]=1[C:2]1[N:11]=[CH:10][C:9]2[C:4](=[CH:5][CH:6]=[C:7]([OH:12])[CH:8]=2)[N:3]=1)[C:14]([OH:16])=[O:15]. The yield is 0.380.